From a dataset of NCI-60 drug combinations with 297,098 pairs across 59 cell lines. Regression. Given two drug SMILES strings and cell line genomic features, predict the synergy score measuring deviation from expected non-interaction effect. (1) Drug 1: C1=CC(=CC=C1C#N)C(C2=CC=C(C=C2)C#N)N3C=NC=N3. Drug 2: C1=NC2=C(N=C(N=C2N1C3C(C(C(O3)CO)O)F)Cl)N. Cell line: CAKI-1. Synergy scores: CSS=21.4, Synergy_ZIP=1.92, Synergy_Bliss=4.97, Synergy_Loewe=-23.1, Synergy_HSA=-6.76. (2) Drug 1: CS(=O)(=O)C1=CC(=C(C=C1)C(=O)NC2=CC(=C(C=C2)Cl)C3=CC=CC=N3)Cl. Drug 2: CN(C)C1=NC(=NC(=N1)N(C)C)N(C)C. Cell line: BT-549. Synergy scores: CSS=-4.55, Synergy_ZIP=1.65, Synergy_Bliss=-0.337, Synergy_Loewe=-8.05, Synergy_HSA=-5.97. (3) Cell line: HCC-2998. Synergy scores: CSS=36.7, Synergy_ZIP=-3.49, Synergy_Bliss=-4.44, Synergy_Loewe=-20.0, Synergy_HSA=-2.53. Drug 1: C1=NC2=C(N=C(N=C2N1C3C(C(C(O3)CO)O)O)F)N. Drug 2: CS(=O)(=O)OCCCCOS(=O)(=O)C. (4) Drug 1: CC1CCC2CC(C(=CC=CC=CC(CC(C(=O)C(C(C(=CC(C(=O)CC(OC(=O)C3CCCCN3C(=O)C(=O)C1(O2)O)C(C)CC4CCC(C(C4)OC)OCCO)C)C)O)OC)C)C)C)OC. Drug 2: CC1=C(N=C(N=C1N)C(CC(=O)N)NCC(C(=O)N)N)C(=O)NC(C(C2=CN=CN2)OC3C(C(C(C(O3)CO)O)O)OC4C(C(C(C(O4)CO)O)OC(=O)N)O)C(=O)NC(C)C(C(C)C(=O)NC(C(C)O)C(=O)NCCC5=NC(=CS5)C6=NC(=CS6)C(=O)NCCC[S+](C)C)O. Cell line: SW-620. Synergy scores: CSS=20.2, Synergy_ZIP=-3.87, Synergy_Bliss=0.212, Synergy_Loewe=-4.44, Synergy_HSA=1.37. (5) Drug 1: CC1=C2C(C(=O)C3(C(CC4C(C3C(C(C2(C)C)(CC1OC(=O)C(C(C5=CC=CC=C5)NC(=O)C6=CC=CC=C6)O)O)OC(=O)C7=CC=CC=C7)(CO4)OC(=O)C)O)C)OC(=O)C. Drug 2: C1=CN(C=N1)CC(O)(P(=O)(O)O)P(=O)(O)O. Cell line: A498. Synergy scores: CSS=5.35, Synergy_ZIP=-2.10, Synergy_Bliss=-0.0973, Synergy_Loewe=-0.124, Synergy_HSA=0.469. (6) Drug 1: C1=NC2=C(N=C(N=C2N1C3C(C(C(O3)CO)O)O)F)N. Drug 2: CC1=C(N=C(N=C1N)C(CC(=O)N)NCC(C(=O)N)N)C(=O)NC(C(C2=CN=CN2)OC3C(C(C(C(O3)CO)O)O)OC4C(C(C(C(O4)CO)O)OC(=O)N)O)C(=O)NC(C)C(C(C)C(=O)NC(C(C)O)C(=O)NCCC5=NC(=CS5)C6=NC(=CS6)C(=O)NCCC[S+](C)C)O. Cell line: LOX IMVI. Synergy scores: CSS=36.7, Synergy_ZIP=2.73, Synergy_Bliss=3.39, Synergy_Loewe=-20.2, Synergy_HSA=2.16. (7) Drug 1: CC(CN1CC(=O)NC(=O)C1)N2CC(=O)NC(=O)C2. Drug 2: CNC(=O)C1=NC=CC(=C1)OC2=CC=C(C=C2)NC(=O)NC3=CC(=C(C=C3)Cl)C(F)(F)F. Cell line: IGROV1. Synergy scores: CSS=19.6, Synergy_ZIP=-10.3, Synergy_Bliss=-4.93, Synergy_Loewe=-4.50, Synergy_HSA=-4.02. (8) Drug 2: C1=CC(=CC=C1CC(C(=O)O)N)N(CCCl)CCCl.Cl. Cell line: SNB-19. Drug 1: CC1=C(C=C(C=C1)NC2=NC=CC(=N2)N(C)C3=CC4=NN(C(=C4C=C3)C)C)S(=O)(=O)N.Cl. Synergy scores: CSS=12.0, Synergy_ZIP=-1.53, Synergy_Bliss=4.68, Synergy_Loewe=-5.54, Synergy_HSA=0.503.